Regression. Given two drug SMILES strings and cell line genomic features, predict the synergy score measuring deviation from expected non-interaction effect. From a dataset of NCI-60 drug combinations with 297,098 pairs across 59 cell lines. (1) Drug 1: CN(C)C(=N)N=C(N)N. Drug 2: CC(C)(C1=NC(=CC=C1)N2C3=NC(=NC=C3C(=O)N2CC=C)NC4=CC=C(C=C4)N5CCN(CC5)C)O. Cell line: SW-620. Synergy scores: CSS=40.3, Synergy_ZIP=2.28, Synergy_Bliss=1.02, Synergy_Loewe=-61.2, Synergy_HSA=0.621. (2) Drug 1: C1=NC2=C(N1)C(=S)N=C(N2)N. Drug 2: C1CCC(C(C1)N)N.C(=O)(C(=O)[O-])[O-].[Pt+4]. Cell line: HCC-2998. Synergy scores: CSS=25.5, Synergy_ZIP=-6.12, Synergy_Bliss=-5.07, Synergy_Loewe=-7.12, Synergy_HSA=-3.26. (3) Cell line: SW-620. Drug 2: CN(CC1=CN=C2C(=N1)C(=NC(=N2)N)N)C3=CC=C(C=C3)C(=O)NC(CCC(=O)O)C(=O)O. Synergy scores: CSS=37.8, Synergy_ZIP=-2.85, Synergy_Bliss=-5.28, Synergy_Loewe=-13.6, Synergy_HSA=-2.85. Drug 1: CN1C2=C(C=C(C=C2)N(CCCl)CCCl)N=C1CCCC(=O)O.Cl.